From a dataset of Catalyst prediction with 721,799 reactions and 888 catalyst types from USPTO. Predict which catalyst facilitates the given reaction. (1) Reactant: [CH2:1]([C:3]1[CH:4]=[CH:5][C:6]([F:15])=[C:7]([C:9]2[CH:14]=[CH:13][CH:12]=[CH:11][CH:10]=2)[CH:8]=1)[CH3:2].CN(CCN(CCN(C)C)C)C.[Li]CCCC.[Br:33][C:34]1[N:35]=[C:36]([CH:58]=[O:59])[N:37]([C:39]([C:52]2[CH:57]=[CH:56][CH:55]=[CH:54][CH:53]=2)([C:46]2[CH:51]=[CH:50][CH:49]=[CH:48][CH:47]=2)[C:40]2[CH:45]=[CH:44][CH:43]=[CH:42][CH:41]=2)[CH:38]=1. Product: [Br:33][C:34]1[N:35]=[C:36]([CH:58]([C:5]2[C:6]([F:15])=[C:7]([C:9]3[CH:10]=[CH:11][CH:12]=[CH:13][CH:14]=3)[CH:8]=[C:3]([CH2:1][CH3:2])[CH:4]=2)[OH:59])[N:37]([C:39]([C:46]2[CH:47]=[CH:48][CH:49]=[CH:50][CH:51]=2)([C:52]2[CH:57]=[CH:56][CH:55]=[CH:54][CH:53]=2)[C:40]2[CH:41]=[CH:42][CH:43]=[CH:44][CH:45]=2)[CH:38]=1. The catalyst class is: 1. (2) Reactant: C(N(CC)CC)C.[C:8]([O:11][CH2:12][CH2:13][C:14]1[CH:15]=[C:16]2[C:20](=[CH:21][CH:22]=1)[N:19](C(OC(C)(C)C)=O)[CH:18]=[C:17]2[CH:30]=[O:31])(=[O:10])[CH3:9].[CH3:32][O:33][C:34]1[CH:35]=[C:36]([CH:48]=[C:49]([O:51][CH3:52])[CH:50]=1)[N:37]=[CH:38][C:39]1[CH:47]=[C:42]2[CH:43]=[CH:44][CH:45]=[CH:46][N:41]2[N:40]=1. Product: [C:8]([O:11][CH2:12][CH2:13][C:14]1[CH:15]=[C:16]2[C:20](=[CH:21][CH:22]=1)[NH:19][CH:18]=[C:17]2[C:30](=[O:31])[CH:38]([NH:37][C:36]1[CH:48]=[C:49]([O:51][CH3:52])[CH:50]=[C:34]([O:33][CH3:32])[CH:35]=1)[C:39]1[CH:47]=[C:42]2[CH:43]=[CH:44][CH:45]=[CH:46][N:41]2[N:40]=1)(=[O:10])[CH3:9]. The catalyst class is: 433. (3) Reactant: O[C:2]1([C:22]2[CH:27]=[CH:26][C:25]3[O:28][CH2:29][O:30][C:24]=3[CH:23]=2)[C:10]2[C:5](=[CH:6][CH:7]=[CH:8][CH:9]=2)[C:4]([C:11]2[CH:16]=[CH:15][CH:14]=[CH:13][CH:12]=2)=[C:3]1[C:17]([O:19]CC)=[O:18].O=C1C2C(=CC=CC=2)C(C2C=CC=CC=2)=C1C(OCC)=O.C1OC2C=CC([Mg]Br)=CC=2O1. Product: [CH2:29]1[O:28][C:25]2[CH:26]=[CH:27][C:22]([CH:2]3[C:10]4[C:5](=[CH:6][CH:7]=[CH:8][CH:9]=4)[CH:4]([C:11]4[CH:12]=[CH:13][CH:14]=[CH:15][CH:16]=4)[CH:3]3[C:17]([OH:19])=[O:18])=[CH:23][C:24]=2[O:30]1. The catalyst class is: 1.